Dataset: Reaction yield outcomes from USPTO patents with 853,638 reactions. Task: Predict the reaction yield, written as a fraction of the theoretical maximum amount of product (1.0 means a 100% yield; for example, 0.34 means a 34% yield). (1) The reactants are [Li][CH2:2][CH2:3][CH2:4]C.[I-].C1([PH+](C2C=CC=CC=2)C2C=CC=CC=2)C=CC=CC=1.[CH2:26]([N:33]1[C:37](=[O:38])[CH2:36][C@H:35]([CH:39]=O)[CH2:34]1)[C:27]1[CH:32]=[CH:31][CH:30]=[CH:29][CH:28]=1. The catalyst is C1COCC1. The product is [CH2:26]([N:33]1[CH2:34][C@@H:35]([CH:39]=[C:3]([CH3:4])[CH3:2])[CH2:36][C:37]1=[O:38])[C:27]1[CH:32]=[CH:31][CH:30]=[CH:29][CH:28]=1. The yield is 0.720. (2) The reactants are [CH2:1]([O:8][C:9]1[C:32]([O:33][CH3:34])=[CH:31][C:12]([C:13]([N:15]2[C:23]3[C:18](=[CH:19][CH:20]=[C:21]([N+:24]([O-:26])=[O:25])[CH:22]=3)[CH2:17][CH:16]2[C:27](OC)=[O:28])=[O:14])=[C:11]([N+:35]([O-:37])=[O:36])[CH:10]=1)[C:2]1[CH:7]=[CH:6][CH:5]=[CH:4][CH:3]=1.C(=O)=O.CC(C)=O.CC(C[AlH]CC(C)C)C. The catalyst is ClCCl.C1(C)C=CC=CC=1.Cl.C(OCC)(=O)C.CO. The product is [CH2:1]([O:8][C:9]1[C:32]([O:33][CH3:34])=[CH:31][C:12]([C:13]([N:15]2[C:23]3[C:18](=[CH:19][CH:20]=[C:21]([N+:24]([O-:26])=[O:25])[CH:22]=3)[CH2:17][CH:16]2[CH:27]=[O:28])=[O:14])=[C:11]([N+:35]([O-:37])=[O:36])[CH:10]=1)[C:2]1[CH:7]=[CH:6][CH:5]=[CH:4][CH:3]=1. The yield is 0.645.